This data is from Full USPTO retrosynthesis dataset with 1.9M reactions from patents (1976-2016). The task is: Predict the reactants needed to synthesize the given product. Given the product [CH:11]1([C:14]2[O:15][CH:2]=[C:3]([CH2:4][C:5]([O:7][CH2:8][CH3:9])=[O:6])[N:16]=2)[CH2:13][CH2:12]1, predict the reactants needed to synthesize it. The reactants are: Cl[CH2:2][C:3](=O)[CH2:4][C:5]([O:7][CH2:8][CH3:9])=[O:6].[CH:11]1([C:14]([NH2:16])=[O:15])[CH2:13][CH2:12]1.